Dataset: Forward reaction prediction with 1.9M reactions from USPTO patents (1976-2016). Task: Predict the product of the given reaction. (1) Given the reactants Br[C:2]1[C:3]([N:16]2[CH2:20][CH2:19][CH2:18][CH2:17]2)=[N:4][N:5]2[C:10]([Si:11]([CH3:14])([CH3:13])[CH3:12])=[C:9]([Cl:15])[CH:8]=[CH:7][C:6]=12.C([Li])CCC.[CH:26]([C:28]1[N:33]=[C:32]([C:34]([O:36][CH3:37])=[O:35])[CH:31]=[CH:30][CH:29]=1)=[O:27].[Cl-].[NH4+], predict the reaction product. The product is: [Cl:15][C:9]1[CH:8]=[CH:7][C:6]2[N:5]([N:4]=[C:3]([N:16]3[CH2:20][CH2:19][CH2:18][CH2:17]3)[C:2]=2[CH:26]([OH:27])[C:28]2[N:33]=[C:32]([C:34]([O:36][CH3:37])=[O:35])[CH:31]=[CH:30][CH:29]=2)[C:10]=1[Si:11]([CH3:14])([CH3:13])[CH3:12]. (2) Given the reactants [Cl:1][C:2]1[CH:7]=[CH:6][N:5]=[C:4]2[CH:8]=[C:9]([Si](C)(C)C)[O:10][C:3]=12.[F-].[K+].[I:17]C1CC(=O)NC1=O.C(OC(=O)C)C, predict the reaction product. The product is: [Cl:1][C:2]1[CH:7]=[CH:6][N:5]=[C:4]2[CH:8]=[C:9]([I:17])[O:10][C:3]=12. (3) Given the reactants C(N=[CH:6][C:7]1[C:12]([C:13]([F:16])([F:15])[F:14])=[CH:11][C:10]([C:17]([F:20])([F:19])[F:18])=[CH:9][C:8]=1[CH:21]1[CH2:23][CH2:22]1)CCC.Cl.[OH2:25], predict the reaction product. The product is: [CH:21]1([C:8]2[CH:9]=[C:10]([C:17]([F:20])([F:19])[F:18])[CH:11]=[C:12]([C:13]([F:16])([F:15])[F:14])[C:7]=2[CH:6]=[O:25])[CH2:23][CH2:22]1. (4) Given the reactants C([O:3][C:4]([C:6]1[CH:7]=[N:8][N:9]([CH2:18][C:19]([F:22])([F:21])[F:20])[C:10]=1[C:11]1[C:16]([Cl:17])=[CH:15][CH:14]=[CH:13][N:12]=1)=[O:5])C.[Li+].[OH-], predict the reaction product. The product is: [Cl:17][C:16]1[C:11]([C:10]2[N:9]([CH2:18][C:19]([F:21])([F:22])[F:20])[N:8]=[CH:7][C:6]=2[C:4]([OH:5])=[O:3])=[N:12][CH:13]=[CH:14][CH:15]=1. (5) The product is: [CH3:28][N:23]1[CH:24]=[C:20]([C:18]2[CH:17]=[CH:16][C:14]3[N:15]=[C:11]([C@H:9]4[CH2:8][C@H:7]([N:1]5[CH2:6][CH2:5][CH2:4][CH2:3][CH2:2]5)[CH2:10]4)[S:12][C:13]=3[CH:19]=2)[CH:21]=[N:22]1. Given the reactants [N:1]1([C@H:7]2[CH2:10][C@H:9]([C:11]3[S:12][C:13]4[CH:19]=[C:18]([C:20]5[CH:21]=[N:22][NH:23][CH:24]=5)[CH:17]=[CH:16][C:14]=4[N:15]=3)[CH2:8]2)[CH2:6][CH2:5][CH2:4][CH2:3][CH2:2]1.[H-].[Na+].I[CH3:28], predict the reaction product.